From a dataset of Catalyst prediction with 721,799 reactions and 888 catalyst types from USPTO. Predict which catalyst facilitates the given reaction. (1) Reactant: [Cl-].[CH3:2][O:3][C:4]1[CH:9]=[C:8]([CH3:10])[NH:7][C:6](=[O:11])[C:5]=1[CH2:12][NH3+:13].CO.CC([O-])(C)C.[Na+]. The catalyst class is: 2. Product: [NH2:13][CH2:12][C:5]1[C:6](=[O:11])[NH:7][C:8]([CH3:10])=[CH:9][C:4]=1[O:3][CH3:2]. (2) Reactant: Br[C:2]1[CH:7]=[CH:6][C:5]([C:8]2[O:23][C:11]3[N:12]=[CH:13][N:14]=[C:15]([N:16]4[CH2:21][CH2:20][CH:19]([OH:22])[CH2:18][CH2:17]4)[C:10]=3[C:9]=2[C:24]2[CH:29]=[CH:28][CH:27]=[CH:26][CH:25]=2)=[CH:4][CH:3]=1.[N+:30]([C:33]1[CH:38]=[CH:37][CH:36]=[CH:35][C:34]=1OB(O)O)([O-:32])=[O:31].C(=O)([O-])[O-].[Na+].[Na+]. Product: [N+:30]([C:33]1[CH:38]=[CH:37][CH:36]=[CH:35][C:34]=1[C:2]1[CH:7]=[CH:6][C:5]([C:8]2[O:23][C:11]3[N:12]=[CH:13][N:14]=[C:15]([N:16]4[CH2:21][CH2:20][CH:19]([OH:22])[CH2:18][CH2:17]4)[C:10]=3[C:9]=2[C:24]2[CH:29]=[CH:28][CH:27]=[CH:26][CH:25]=2)=[CH:4][CH:3]=1)([O-:32])=[O:31]. The catalyst class is: 558. (3) Reactant: [OH:1][C:2]1[CH:9]=[CH:8][C:5]([CH:6]=O)=[C:4]([O:10][CH3:11])[CH:3]=1.Cl.[CH3:13][O:14][C:15](=[O:18])[CH2:16][NH2:17].[BH3-]C#N.[Na+]. Product: [OH:1][C:2]1[CH:9]=[CH:8][C:5]([CH2:6][NH:17][CH2:16][C:15]([O:14][CH3:13])=[O:18])=[C:4]([O:10][CH3:11])[CH:3]=1. The catalyst class is: 5. (4) Reactant: [C:1](Cl)(=[O:17])[CH2:2][CH2:3][CH2:4][CH2:5][CH2:6][CH2:7][CH2:8][CH2:9][CH2:10][CH2:11][CH2:12][CH2:13][CH2:14][CH2:15][CH3:16].ClCCl.[CH3:22][C:23]1[CH:24]=[CH:25][CH:26]=[CH:27][C:28]=1[C:29]([NH:31][C:32]1[CH:33]=[CH:34][C:35]([C:39]([N:41]2[C:47]3[CH:48]=[CH:49][C:50]([Cl:52])=[CH:51][C:46]=3[CH:45]([OH:53])[CH2:44][CH2:43][CH2:42]2)=[O:40])=[C:36]([CH3:38])[CH:37]=1)=[O:30].N1C=CC=CC=1. Product: [C:1]([O:53][CH:45]1[CH2:44][CH2:43][CH2:42][N:41]([C:39](=[O:40])[C:35]2[CH:34]=[CH:33][C:32]([NH:31][C:29](=[O:30])[C:28]3[CH:27]=[CH:26][CH:25]=[CH:24][C:23]=3[CH3:22])=[CH:37][C:36]=2[CH3:38])[C:47]2[CH:48]=[CH:49][C:50]([Cl:52])=[CH:51][C:46]1=2)(=[O:17])[CH2:2][CH2:3][CH2:4][CH2:5][CH2:6][CH2:7][CH2:8][CH2:9][CH2:10][CH2:11][CH2:12][CH2:13][CH2:14][CH2:15][CH3:16]. The catalyst class is: 6.